Dataset: Full USPTO retrosynthesis dataset with 1.9M reactions from patents (1976-2016). Task: Predict the reactants needed to synthesize the given product. (1) Given the product [CH2:1]([O:8][CH2:9][N:10]1[C:14]2[CH:15]=[N:16][N:17]([CH2:35][O:34][CH2:33][CH2:32][Si:31]([CH3:38])([CH3:37])[CH3:30])[C:18](=[O:19])[C:13]=2[CH:12]=[C:11]1[Br:20])[C:2]1[CH:3]=[CH:4][CH:5]=[CH:6][CH:7]=1, predict the reactants needed to synthesize it. The reactants are: [CH2:1]([O:8][CH2:9][N:10]1[C:14]2[CH:15]=[N:16][NH:17][C:18](=[O:19])[C:13]=2[CH:12]=[C:11]1[Br:20])[C:2]1[CH:7]=[CH:6][CH:5]=[CH:4][CH:3]=1.C(N(CC)C(C)C)(C)C.[CH3:30][Si:31]([CH3:38])([CH3:37])[CH2:32][CH2:33][O:34][CH2:35]Cl. (2) Given the product [NH2:1][C:2]1[N:11]=[C:10]([C:12]([N:14]2[CH2:22][C:21]3[C:16](=[CH:17][CH:18]=[CH:19][CH:20]=3)[CH2:15]2)=[O:13])[C:9]2[C:4](=[CH:5][CH:6]=[C:7]([C:23]3[CH:28]=[C:27]([F:29])[CH:26]=[CH:25][C:24]=3[CH2:30][N:40]([CH2:41][CH3:42])[CH2:38][CH3:39])[CH:8]=2)[N:3]=1, predict the reactants needed to synthesize it. The reactants are: [NH2:1][C:2]1[N:11]=[C:10]([C:12]([N:14]2[CH2:22][C:21]3[C:16](=[CH:17][CH:18]=[CH:19][CH:20]=3)[CH2:15]2)=[O:13])[C:9]2[C:4](=[CH:5][CH:6]=[C:7]([C:23]3[CH:28]=[C:27]([F:29])[CH:26]=[CH:25][C:24]=3[CH2:30]Cl)[CH:8]=2)[N:3]=1.C(=O)([O-])[O-].[Cs+].[Cs+].[CH2:38]([NH:40][CH2:41][CH3:42])[CH3:39].